This data is from Full USPTO retrosynthesis dataset with 1.9M reactions from patents (1976-2016). The task is: Predict the reactants needed to synthesize the given product. (1) Given the product [CH2:17]([O:24][CH2:25][CH2:26][CH2:27][C:28]1[CH:33]=[C:32]([C:2]2[CH:7]=[C:6]([C:8]([F:11])([F:10])[F:9])[CH:5]=[C:4]([NH:12][S:13]([CH3:16])(=[O:15])=[O:14])[CH:3]=2)[N:31]=[C:30]([C:38]#[N:39])[N:29]=1)[C:18]1[CH:23]=[CH:22][CH:21]=[CH:20][CH:19]=1, predict the reactants needed to synthesize it. The reactants are: Br[C:2]1[CH:3]=[C:4]([NH:12][S:13]([CH3:16])(=[O:15])=[O:14])[CH:5]=[C:6]([C:8]([F:11])([F:10])[F:9])[CH:7]=1.[CH2:17]([O:24][CH2:25][CH2:26][CH2:27][C:28]1[CH:33]=[C:32]([Sn](C)(C)C)[N:31]=[C:30]([C:38]#[N:39])[N:29]=1)[C:18]1[CH:23]=[CH:22][CH:21]=[CH:20][CH:19]=1. (2) Given the product [CH3:26][C:19]1[CH:18]=[CH:25][CH:24]=[CH:23][C:20]=1[CH2:21][NH:22][C:2]1[CH:16]=[CH:15][C:5]2[C:6](=[O:14])[NH:7][C:8]3[C:13]([C:4]=2[CH:3]=1)=[CH:12][CH:11]=[CH:10][N:9]=3, predict the reactants needed to synthesize it. The reactants are: Cl[C:2]1[CH:16]=[CH:15][C:5]2[C:6](=[O:14])[NH:7][C:8]3[C:13]([C:4]=2[CH:3]=1)=[CH:12][CH:11]=[CH:10][N:9]=3.C[C:18]1[CH:19]=[C:20]([CH:23]=[CH:24][CH:25]=1)[CH2:21][NH2:22].[CH:26]1(P(C2CCCCC2)C2C=CC=CC=2C2C(C(C)C)=CC(C(C)C)=CC=2C(C)C)CCCCC1.CC(C)([O-])C.[Na+]. (3) Given the product [Br:1][CH2:2][C:3]([N:6]1[CH2:11][CH2:10][CH:9]([C:12]2[CH:17]=[CH:16][C:15]([C@@H:18]([NH:20][C:21](=[O:23])[CH3:22])[CH3:19])=[CH:14][CH:13]=2)[CH2:8][CH2:7]1)=[O:4], predict the reactants needed to synthesize it. The reactants are: [Br:1][CH2:2][C:3](Br)=[O:4].[NH:6]1[CH2:11][CH2:10][CH:9]([C:12]2[CH:17]=[CH:16][C:15]([C@@H:18]([NH:20][C:21](=[O:23])[CH3:22])[CH3:19])=[CH:14][CH:13]=2)[CH2:8][CH2:7]1. (4) Given the product [CH3:24][C@H:25]1[CH2:30][O:29][CH2:28][CH2:27][N:26]1[C:21]([C@H:9]1[CH2:10][N:11]([C:14]([O:16][C:17]([CH3:20])([CH3:18])[CH3:19])=[O:15])[CH2:12][CH2:13][N:8]1[C:6]([O:5][C:1]([CH3:4])([CH3:3])[CH3:2])=[O:7])=[O:22], predict the reactants needed to synthesize it. The reactants are: [C:1]([O:5][C:6]([N:8]1[CH2:13][CH2:12][N:11]([C:14]([O:16][C:17]([CH3:20])([CH3:19])[CH3:18])=[O:15])[CH2:10][C@@H:9]1[C:21](O)=[O:22])=[O:7])([CH3:4])([CH3:3])[CH3:2].[CH3:24][C@H:25]1[CH2:30][O:29][CH2:28][CH2:27][NH:26]1.CN(C(ON1N=NC2C=CC=NC1=2)=[N+](C)C)C.F[P-](F)(F)(F)(F)F.CCN(C(C)C)C(C)C.